Dataset: Catalyst prediction with 721,799 reactions and 888 catalyst types from USPTO. Task: Predict which catalyst facilitates the given reaction. (1) Reactant: [NH2:1][CH:2]([CH3:7])[CH2:3][C:4]([OH:6])=[O:5].[OH-].[Na+].[CH2:10]([O:17][C:18](Cl)=[O:19])[C:11]1[CH:16]=[CH:15][CH:14]=[CH:13][CH:12]=1.Cl. Product: [CH2:10]([O:17][C:18]([NH:1][CH:2]([CH3:7])[CH2:3][C:4]([OH:6])=[O:5])=[O:19])[C:11]1[CH:16]=[CH:15][CH:14]=[CH:13][CH:12]=1. The catalyst class is: 7. (2) Reactant: Cl[C:2]1[N:7]=[C:6]([NH:8][CH:9]([C:13]2[CH:18]=[CH:17][CH:16]=[CH:15][CH:14]=2)[C:10]([NH2:12])=[O:11])[CH:5]=[N:4][CH:3]=1.C([O-])([O-])=O.[K+].[K+].[CH3:25][O:26][C:27]1[CH:28]=[C:29](B(O)O)[CH:30]=[CH:31][CH:32]=1. Product: [CH3:25][O:26][C:27]1[CH:32]=[C:31]([C:2]2[N:7]=[C:6]([NH:8][CH:9]([C:13]3[CH:18]=[CH:17][CH:16]=[CH:15][CH:14]=3)[C:10]([NH2:12])=[O:11])[CH:5]=[N:4][CH:3]=2)[CH:30]=[CH:29][CH:28]=1. The catalyst class is: 108. (3) Reactant: C[O:2][C:3](=[O:49])[C:4]1[CH:9]=[CH:8][C:7]([O:10][CH2:11][CH2:12][O:13][C:14]2[C:19]([Br:20])=[CH:18][C:17]([C:21](=[O:37])[NH:22][CH2:23][CH2:24][CH2:25][CH2:26][CH2:27][CH2:28][CH2:29][CH2:30][C:31]3[CH:36]=[CH:35][CH:34]=[CH:33][CH:32]=3)=[CH:16][C:15]=2[C:38]2[CH:43]=[CH:42][CH:41]=[C:40]([C:44]([F:47])([F:46])[F:45])[CH:39]=2)=[CH:6][C:5]=1[OH:48].[OH-].[Na+]. Product: [Br:20][C:19]1[C:14]([O:13][CH2:12][CH2:11][O:10][C:7]2[CH:8]=[CH:9][C:4]([C:3]([OH:49])=[O:2])=[C:5]([OH:48])[CH:6]=2)=[C:15]([C:38]2[CH:43]=[CH:42][CH:41]=[C:40]([C:44]([F:47])([F:46])[F:45])[CH:39]=2)[CH:16]=[C:17]([C:21](=[O:37])[NH:22][CH2:23][CH2:24][CH2:25][CH2:26][CH2:27][CH2:28][CH2:29][CH2:30][C:31]2[CH:32]=[CH:33][CH:34]=[CH:35][CH:36]=2)[CH:18]=1. The catalyst class is: 14. (4) Reactant: C([N:8]1[CH:12]=[C:11]([CH2:13][CH2:14][CH2:15]/[CH:16]=[CH:17]/[CH:18]2[CH2:23][CH2:22][N:21]([C:24]([O:26][C:27]([CH3:30])([CH3:29])[CH3:28])=[O:25])[CH2:20][CH2:19]2)[N:10]=[N:9]1)C1C=CC=CC=1. Product: [NH:8]1[CH:12]=[C:11]([CH2:13][CH2:14][CH2:15][CH2:16][CH2:17][CH:18]2[CH2:23][CH2:22][N:21]([C:24]([O:26][C:27]([CH3:30])([CH3:29])[CH3:28])=[O:25])[CH2:20][CH2:19]2)[N:10]=[N:9]1. The catalyst class is: 50.